Predict the reaction yield, written as a fraction of the theoretical maximum amount of product (1.0 means a 100% yield; for example, 0.34 means a 34% yield). From a dataset of Reaction yield outcomes from USPTO patents with 853,638 reactions. The reactants are [CH3:1][C:2]1([CH3:9])[CH2:7][CH2:6][C:5](=[O:8])[CH:4]=[CH:3]1. The catalyst is CCCCC.[Pd]. The product is [CH3:1][C:2]1([CH3:9])[CH2:7][CH2:6][C:5](=[O:8])[CH2:4][CH2:3]1. The yield is 0.510.